From a dataset of Forward reaction prediction with 1.9M reactions from USPTO patents (1976-2016). Predict the product of the given reaction. Given the reactants [CH2:1]([O:8][C@H:9]1[CH2:13][NH:12][C@H:11]([C:14]([OH:16])=[O:15])[CH2:10]1)[C:2]1[CH:7]=[CH:6][CH:5]=[CH:4][CH:3]=1.C(O)(C(F)(F)F)=O.C(=O)([O-])[O-].[K+].[K+].[C:30](Cl)(=[O:46])[O:31][CH2:32][CH:33]1[C:45]2[CH:44]=[CH:43][CH:42]=[CH:41][C:40]=2[C:39]2[C:34]1=[CH:35][CH:36]=[CH:37][CH:38]=2, predict the reaction product. The product is: [CH:44]1[C:45]2[CH:33]([CH2:32][O:31][C:30]([N:12]3[CH2:13][C@H:9]([O:8][CH2:1][C:2]4[CH:7]=[CH:6][CH:5]=[CH:4][CH:3]=4)[CH2:10][C@H:11]3[C:14]([OH:16])=[O:15])=[O:46])[C:34]3[C:39](=[CH:38][CH:37]=[CH:36][CH:35]=3)[C:40]=2[CH:41]=[CH:42][CH:43]=1.